From a dataset of Full USPTO retrosynthesis dataset with 1.9M reactions from patents (1976-2016). Predict the reactants needed to synthesize the given product. (1) Given the product [NH2:38][N:21]1[C:22]([C:26]([F:28])([F:29])[F:27])=[CH:23][C:24](=[O:25])[N:19]([C:5]2[CH:6]=[C:7]([O:8][C:9]3[CH:14]=[CH:13][CH:12]=[CH:11][C:10]=3[C:15]([F:16])([F:17])[F:18])[C:2]([Cl:1])=[CH:3][C:4]=2[F:31])[C:20]1=[O:30], predict the reactants needed to synthesize it. The reactants are: [Cl:1][C:2]1[C:7]([O:8][C:9]2[CH:14]=[CH:13][CH:12]=[CH:11][C:10]=2[C:15]([F:18])([F:17])[F:16])=[CH:6][C:5]([N:19]2[C:24](=[O:25])[CH:23]=[C:22]([C:26]([F:29])([F:28])[F:27])[NH:21][C:20]2=[O:30])=[C:4]([F:31])[CH:3]=1.C(=O)([O-])[O-].[K+].[K+].[N+:38](C1C=C([N+]([O-])=O)C=CC=1ON)([O-])=O. (2) Given the product [O:8]1[CH:12]=[CH:11][CH:10]=[C:9]1[C:13]1[CH:25]=[CH:24][C:16]([C:17]([OH:19])=[O:18])=[C:15]([NH:26][C:27](=[O:41])[C:28]2[CH:33]=[C:32]([N:34]3[CH2:39][CH2:38][O:37][CH2:36][CH2:35]3)[CH:31]=[CH:30][C:29]=2[OH:40])[CH:14]=1, predict the reactants needed to synthesize it. The reactants are: FC(F)(F)C(O)=O.[O:8]1[CH:12]=[CH:11][CH:10]=[C:9]1[C:13]1[CH:25]=[CH:24][C:16]([C:17]([O:19]C(C)(C)C)=[O:18])=[C:15]([NH:26][C:27](=[O:41])[C:28]2[CH:33]=[C:32]([N:34]3[CH2:39][CH2:38][O:37][CH2:36][CH2:35]3)[CH:31]=[CH:30][C:29]=2[OH:40])[CH:14]=1. (3) Given the product [CH:23]1([CH2:22][CH:19]([NH:18][C:15]([C:7]2[CH:6]=[N:5][C:4]([CH:1]3[CH2:2][CH2:3]3)=[C:9]([O:10][CH2:11][CH:12]3[CH2:13][CH2:14]3)[N:8]=2)=[O:17])[CH2:20][OH:21])[CH2:26][CH2:25][CH2:24]1, predict the reactants needed to synthesize it. The reactants are: [CH:1]1([C:4]2[N:5]=[CH:6][C:7]([C:15]([OH:17])=O)=[N:8][C:9]=2[O:10][CH2:11][CH:12]2[CH2:14][CH2:13]2)[CH2:3][CH2:2]1.[NH2:18][CH:19]([CH2:22][CH:23]1[CH2:26][CH2:25][CH2:24]1)[CH2:20][OH:21]. (4) Given the product [F:9][C:10]1[CH:15]=[C:14]([CH3:16])[CH:13]=[C:12]([N+:1]([O-:4])=[O:2])[C:11]=1[OH:17], predict the reactants needed to synthesize it. The reactants are: [N+:1]([O-:4])(O)=[O:2].C(O)(=O)C.[F:9][C:10]1[CH:15]=[C:14]([CH3:16])[CH:13]=[CH:12][C:11]=1[OH:17].